Dataset: Reaction yield outcomes from USPTO patents with 853,638 reactions. Task: Predict the reaction yield, written as a fraction of the theoretical maximum amount of product (1.0 means a 100% yield; for example, 0.34 means a 34% yield). (1) The reactants are [CH:1]1([N:7]2[C:12](=[O:13])[CH2:11][C:10](=[O:14])[N:9]([CH:15]3[CH2:20][CH2:19][O:18][CH2:17][CH2:16]3)[C:8]2=[O:21])[CH2:6][CH2:5][CH2:4][CH2:3][CH2:2]1.C(N(C(C)C)CC)(C)C.[N:31]([CH2:34][C:35]([O:37]CC)=[O:36])=[C:32]=[O:33]. The catalyst is ClCCl. The product is [CH:1]1([N:7]2[C:12](=[O:13])[C:11]([C:32]([NH:31][CH2:34][C:35]([OH:37])=[O:36])=[O:33])=[C:10]([OH:14])[N:9]([CH:15]3[CH2:20][CH2:19][O:18][CH2:17][CH2:16]3)[C:8]2=[O:21])[CH2:2][CH2:3][CH2:4][CH2:5][CH2:6]1. The yield is 0.470. (2) The reactants are [C:1]([O:8][CH2:9][CH3:10])(=[O:7])[C:2]([O:4]CC)=O.[CH3:11][C:12]([CH3:14])=[O:13]. The catalyst is CCO. The product is [O:4]=[C:2]([CH2:11][C:12](=[O:13])[CH3:14])[C:1]([O:8][CH2:9][CH3:10])=[O:7]. The yield is 0.600.